This data is from Catalyst prediction with 721,799 reactions and 888 catalyst types from USPTO. The task is: Predict which catalyst facilitates the given reaction. (1) Reactant: [CH3:1][C@H:2]1[NH:7][C@@H:6]([CH3:8])[CH2:5][N:4]([C:9]2[N:14]=[C:13]([NH2:15])[C:12]([O:16][CH3:17])=[CH:11][CH:10]=2)[CH2:3]1.C(N(CC)CC)C.[C:25](O[C:25]([O:27][C:28]([CH3:31])([CH3:30])[CH3:29])=[O:26])([O:27][C:28]([CH3:31])([CH3:30])[CH3:29])=[O:26]. Product: [NH2:15][C:13]1[N:14]=[C:9]([N:4]2[CH2:3][C@H:2]([CH3:1])[N:7]([C:25]([O:27][C:28]([CH3:31])([CH3:30])[CH3:29])=[O:26])[C@H:6]([CH3:8])[CH2:5]2)[CH:10]=[CH:11][C:12]=1[O:16][CH3:17]. The catalyst class is: 2. (2) Reactant: Cl.[CH3:2][O:3][C:4]1[CH:5]=[C:6]([N:18]2[C:26](=[O:27])[C:25]3[C:20](=[CH:21][CH:22]=[C:23]([O:28][C:29]4[CH:34]=CC=CC=4)[CH:24]=3)[C:19]2=[O:35])[CH:7]=[CH:8][C:9]=1[O:10][CH2:11][CH2:12][N:13]1[CH2:17][CH2:16][CH2:15][CH2:14]1.[CH:36]1(N=C=N)[CH2:41]CCC[CH2:37]1.CN(C=O)C. Product: [CH3:2][O:3][C:4]1[CH:5]=[C:6]([N:18]2[C:26](=[O:27])[C:25]3[C:20](=[CH:21][CH:22]=[C:23]([O:28][CH2:29][CH:34]=[C:36]([CH3:41])[CH3:37])[CH:24]=3)[C:19]2=[O:35])[CH:7]=[CH:8][C:9]=1[O:10][CH2:11][CH2:12][N:13]1[CH2:17][CH2:16][CH2:15][CH2:14]1. The catalyst class is: 4.